From a dataset of Full USPTO retrosynthesis dataset with 1.9M reactions from patents (1976-2016). Predict the reactants needed to synthesize the given product. (1) The reactants are: [CH3:1][S:2](Cl)(=[O:4])=[O:3].[OH:6][C@@H:7]1[CH2:11][CH2:10][N:9]([C:12]([O:14][CH2:15][C:16]2[CH:21]=[CH:20][CH:19]=[CH:18][CH:17]=2)=[O:13])[CH2:8]1.C(N(CC)CC)C. Given the product [CH3:1][S:2]([O:6][C@@H:7]1[CH2:11][CH2:10][N:9]([C:12]([O:14][CH2:15][C:16]2[CH:21]=[CH:20][CH:19]=[CH:18][CH:17]=2)=[O:13])[CH2:8]1)(=[O:4])=[O:3], predict the reactants needed to synthesize it. (2) Given the product [NH2:3][C:4]1[CH:35]=[C:34]([C:36]([F:39])([F:38])[F:37])[CH:33]=[CH:32][C:5]=1[CH2:6][N:7]1[C:15]2[C:14]([NH:16][C@@H:17]([CH:19]3[CH2:22][CH2:21][CH2:20]3)[CH3:18])=[N:13][C:41]([C:40]([OH:1])=[O:42])=[N:11][C:10]=2[CH:9]=[C:8]1[C:25]1[CH:30]=[CH:29][CH:28]=[C:27]([CH3:31])[CH:26]=1.[C:34]([OH:42])([C:36]([F:39])([F:38])[F:37])=[O:1], predict the reactants needed to synthesize it. The reactants are: [OH-:1].[Na+].[NH2:3][C:4]1[CH:35]=[C:34]([C:36]([F:39])([F:38])[F:37])[CH:33]=[CH:32][C:5]=1[CH2:6][N:7]1[C:15]2[C:14]([NH:16][C@@H:17]([CH:19]3[CH2:22][CH2:21][CH2:20]3)[CH3:18])=[N:13]C(C#N)=[N:11][C:10]=2[CH:9]=[C:8]1[C:25]1[CH:30]=[CH:29][CH:28]=[C:27]([CH3:31])[CH:26]=1.[CH2:40]([OH:42])[CH3:41]. (3) Given the product [F:4][C@H:5]1[CH2:9][CH2:8][N:7]([CH2:11][CH2:12][CH2:13][CH2:14][NH2:15])[CH2:6]1, predict the reactants needed to synthesize it. The reactants are: N#N.Cl.[F:4][C@H:5]1[CH2:9][CH2:8][NH:7][CH2:6]1.Br[CH2:11][CH2:12][CH2:13][C:14]#[N:15].C([O-])([O-])=O.[K+].[K+]. (4) The reactants are: Cl[CH2:2][CH2:3][CH2:4][N:5]1[C:14]2[C:9](=[CH:10][CH:11]=[C:12](C)[CH:13]=2)[CH2:8][CH2:7][C:6]1=[O:16].[CH2:17]([CH:21]1[CH2:26][CH2:25][NH:24][CH2:23][CH2:22]1)[CH2:18][CH2:19][CH3:20].[C:27]([O-])([O-])=O.[K+].[K+]. Given the product [CH2:17]([CH:21]1[CH2:26][CH2:25][N:24]([CH2:2][CH2:3][CH2:4][N:5]2[C:14]3[C:9](=[C:10]([CH3:27])[CH:11]=[CH:12][CH:13]=3)[CH2:8][CH2:7][C:6]2=[O:16])[CH2:23][CH2:22]1)[CH2:18][CH2:19][CH3:20], predict the reactants needed to synthesize it. (5) Given the product [CH3:1][O:2][CH2:4][CH:5]([OH:3])[CH2:6][CH2:7][CH2:8][CH2:9][CH2:10][CH2:11][CH2:12][CH2:13][CH2:14][CH2:15][CH2:16][CH3:17], predict the reactants needed to synthesize it. The reactants are: [CH3:1][OH:2].[O:3]1[CH:5]([CH2:6][CH2:7][CH2:8][CH2:9][CH2:10][CH2:11][CH2:12][CH2:13][CH2:14][CH2:15][CH2:16][CH3:17])[CH2:4]1. (6) Given the product [C:8]([C:7]1[CH:6]=[CH:5][C:4]([NH:10][C@@H:11]2[CH2:16][CH2:15][CH2:14][CH2:13][C@@H:12]2[NH:17][C:18](=[O:24])[O:19][C:20]([CH3:23])([CH3:22])[CH3:21])=[CH:3][C:2]=1[NH:33][C:31]1[CH:30]=[N:29][N:28]([CH3:27])[CH:32]=1)#[N:9], predict the reactants needed to synthesize it. The reactants are: Br[C:2]1[CH:3]=[C:4]([NH:10][C@@H:11]2[CH2:16][CH2:15][CH2:14][CH2:13][C@@H:12]2[NH:17][C:18](=[O:24])[O:19][C:20]([CH3:23])([CH3:22])[CH3:21])[CH:5]=[CH:6][C:7]=1[C:8]#[N:9].Cl.Cl.[CH3:27][N:28]1[CH:32]=[C:31]([NH2:33])[CH:30]=[N:29]1.O.O.O.[O-]C1C=CC=CC=1.[Na+].CC1(C)C2C(=C(P(C3C=CC=CC=3)C3C=CC=CC=3)C=CC=2)OC2C(P(C3C=CC=CC=3)C3C=CC=CC=3)=CC=CC1=2.